Dataset: Forward reaction prediction with 1.9M reactions from USPTO patents (1976-2016). Task: Predict the product of the given reaction. (1) Given the reactants [NH2:1][C:2]([C:4]1[CH:9]=[C:8]([O:10][C:11]2[CH:16]=[CH:15][C:14]([CH2:17][CH2:18][C:19]([OH:21])=O)=[CH:13][CH:12]=2)[CH:7]=[CH:6][N:5]=1)=[O:3].CN(C(ON1N=NC2C=CC=NC1=2)=[N+](C)C)C.F[P-](F)(F)(F)(F)F.CCN(C(C)C)C(C)C.[Cl:55][C:56]1[CH:62]=[CH:61][C:59]([NH2:60])=[CH:58][C:57]=1[C:63]([F:66])([F:65])[F:64], predict the reaction product. The product is: [Cl:55][C:56]1[CH:62]=[CH:61][C:59]([NH:60][C:19](=[O:21])[CH2:18][CH2:17][C:14]2[CH:13]=[CH:12][C:11]([O:10][C:8]3[CH:7]=[CH:6][N:5]=[C:4]([C:2]([NH2:1])=[O:3])[CH:9]=3)=[CH:16][CH:15]=2)=[CH:58][C:57]=1[C:63]([F:64])([F:65])[F:66]. (2) Given the reactants [OH:1][CH2:2][CH:3]1[CH2:8][O:7][C:6]2[CH:9]=[CH:10][C:11]([C:14]([OH:16])=O)=[C:12]([CH3:13])[C:5]=2[O:4]1.C1COCC1.[C:22]1([C@H:32]([NH2:34])[CH3:33])[C:31]2[C:26](=[CH:27][CH:28]=[CH:29][CH:30]=2)[CH:25]=[CH:24][CH:23]=1.Cl.CN(C)CCCN=C=NCC, predict the reaction product. The product is: [C:22]1([CH:32]([NH:34][C:14]([C:11]2[CH:10]=[CH:9][C:6]3[O:7][CH2:8][CH:3]([CH2:2][OH:1])[O:4][C:5]=3[C:12]=2[CH3:13])=[O:16])[CH3:33])[C:31]2[C:26](=[CH:27][CH:28]=[CH:29][CH:30]=2)[CH:25]=[CH:24][CH:23]=1. (3) Given the reactants C([N:4](CC)C(C)C)(C)C.F[P-](F)(F)(F)(F)F.N1(OC(N(C)C)=[N+](C)C)C2N=CC=CC=2N=N1.[NH2:34][C:35]([C:37]1[CH:45]=[CH:44][C:40]([C:41](O)=[O:42])=[CH:39][C:38]=1NCC1CC1)=[O:36], predict the reaction product. The product is: [C:37]1([C:35]([NH2:34])=[O:36])[CH:45]=[CH:44][C:40]([C:41]([NH2:4])=[O:42])=[CH:39][CH:38]=1. (4) Given the reactants [NH2:1][C:2]1[CH:7]=[C:6]([CH:8]=[C:9]2[C:15]3[CH:16]=[CH:17][CH:18]=[CH:19][C:14]=3[CH2:13][CH2:12][C:11]3[CH:20]=[CH:21][CH:22]=[CH:23][C:10]2=3)[CH:5]=[CH:4][C:3]=1[OH:24].[CH2:25](C(CC)(CC)C([O-])([O-])[O-])[CH3:26], predict the reaction product. The product is: [CH:19]1[C:14]2[CH2:13][CH2:12][C:11]3[CH:20]=[CH:21][CH:22]=[CH:23][C:10]=3[C:9](=[CH:8][C:6]3[CH:5]=[CH:4][C:3]4[O:24][C:25]([CH3:26])=[N:1][C:2]=4[CH:7]=3)[C:15]=2[CH:16]=[CH:17][CH:18]=1.